Dataset: Catalyst prediction with 721,799 reactions and 888 catalyst types from USPTO. Task: Predict which catalyst facilitates the given reaction. (1) The catalyst class is: 1. Product: [CH2:15]([NH:1][C:4]1[CH:11]=[CH:10][CH:9]=[C:8]([N+:12]([O-:14])=[O:13])[C:5]=1[C:6]#[N:7])[CH3:16]. Reactant: [N+:1]([C:4]1[CH:11]=[CH:10][CH:9]=[C:8]([N+:12]([O-:14])=[O:13])[C:5]=1[C:6]#[N:7])([O-])=O.[CH2:15](N)[CH3:16]. (2) Reactant: [Cl:1][C:2]1[CH:3]=[C:4]([C:10]2[C:11]([CH3:26])=[N:12][N:13]([CH2:16][C:17]3[CH:18]=[CH:19][C:20]([C:23](O)=[O:24])=[N:21][CH:22]=3)[C:14]=2[CH3:15])[CH:5]=[CH:6][C:7]=1[C:8]#[N:9].C[N+]1(C2N=C(OC)N=C(OC)N=2)CCOCC1.[Cl-].[CH:45]1([NH2:48])[CH2:47][CH2:46]1.C(=O)([O-])O.[Na+]. Product: [Cl:1][C:2]1[CH:3]=[C:4]([C:10]2[C:11]([CH3:26])=[N:12][N:13]([CH2:16][C:17]3[CH:18]=[CH:19][C:20]([C:23]([NH:48][CH:45]4[CH2:47][CH2:46]4)=[O:24])=[N:21][CH:22]=3)[C:14]=2[CH3:15])[CH:5]=[CH:6][C:7]=1[C:8]#[N:9]. The catalyst class is: 3. (3) Reactant: [CH3:1][N:2]([CH3:10])[CH2:3][CH2:4][NH:5][S:6]([CH3:9])(=[O:8])=[O:7].[H-].[Na+].Br[CH2:14][C:15]1[S:23][C:22]2[C:21]([N:24]3[CH2:29][CH2:28][O:27][CH2:26][CH2:25]3)=[N:20][C:19]([Cl:30])=[N:18][C:17]=2[CH:16]=1. Product: [Cl:30][C:19]1[N:20]=[C:21]([N:24]2[CH2:25][CH2:26][O:27][CH2:28][CH2:29]2)[C:22]2[S:23][C:15]([CH2:14][N:5]([CH2:4][CH2:3][N:2]([CH3:10])[CH3:1])[S:6]([CH3:9])(=[O:8])=[O:7])=[CH:16][C:17]=2[N:18]=1. The catalyst class is: 7. (4) Reactant: [N:1]1([CH2:7][CH2:8][OH:9])[CH2:6][CH2:5][O:4][CH2:3][CH2:2]1.[H-].[Na+].Cl[C:13]1[S:14][C:15]2[CH:21]=[C:20]([N+:22]([O-:24])=[O:23])[CH:19]=[CH:18][C:16]=2[N:17]=1. Product: [N:1]1([CH2:7][CH2:8][O:9][C:13]2[S:14][C:15]3[CH:21]=[C:20]([N+:22]([O-:24])=[O:23])[CH:19]=[CH:18][C:16]=3[N:17]=2)[CH2:6][CH2:5][O:4][CH2:3][CH2:2]1. The catalyst class is: 1. (5) Product: [N+:9]([C:12]1[CH:17]=[C:16]([N+:18]([O-:20])=[O:19])[CH:15]=[CH:14][C:13]=1[S:21]([O:8][N:3]1[CH:4]=[CH:5][CH:6]=[CH:7][C:2]1=[O:1])(=[O:23])=[O:22])([O-:11])=[O:10]. The catalyst class is: 17. Reactant: [OH:1][C:2]1[CH:7]=[CH:6][CH:5]=[CH:4][N+:3]=1[O-:8].[N+:9]([C:12]1[CH:17]=[C:16]([N+:18]([O-:20])=[O:19])[CH:15]=[CH:14][C:13]=1[S:21](Cl)(=[O:23])=[O:22])([O-:11])=[O:10]. (6) Reactant: [CH2:1]([O:3][C:4](=[O:25])[C:5]1[CH:10]=[CH:9][CH:8]=[C:7]([N:11]2[C:15]([CH3:16])=[CH:14][CH:13]=[C:12]2[C:17]2[CH:22]=[C:21]([Cl:23])[CH:20]=[CH:19][C:18]=2[OH:24])[CH:6]=1)[CH3:2].[Cl:26][C:27]1[CH:34]=[C:33]([F:35])[CH:32]=[CH:31][C:28]=1[CH2:29]Br.C(=O)([O-])[O-].[K+].[K+]. Product: [CH2:1]([O:3][C:4](=[O:25])[C:5]1[CH:10]=[CH:9][CH:8]=[C:7]([N:11]2[C:15]([CH3:16])=[CH:14][CH:13]=[C:12]2[C:17]2[CH:22]=[C:21]([Cl:23])[CH:20]=[CH:19][C:18]=2[O:24][CH2:29][C:28]2[CH:31]=[CH:32][C:33]([F:35])=[CH:34][C:27]=2[Cl:26])[CH:6]=1)[CH3:2]. The catalyst class is: 173. (7) Reactant: CO[C:3](=[O:33])[C:4]1[CH:9]=[CH:8][C:7]([C:10]2[N:11]([C:26]3[CH:31]=[CH:30][C:29]([Cl:32])=[CH:28][CH:27]=3)[C:12](=[O:25])[C:13]3[CH:18]=[N:17][N:16]([C:19]4[CH:24]=[CH:23][CH:22]=[CH:21][CH:20]=4)[C:14]=3[N:15]=2)=[CH:6][CH:5]=1.[OH-].[Na+].Cl.O[NH:38][C:39](=[NH:41])[CH3:40].CCN(CC)CC. Product: [Cl:32][C:29]1[CH:28]=[CH:27][C:26]([N:11]2[C:12](=[O:25])[C:13]3[CH:18]=[N:17][N:16]([C:19]4[CH:20]=[CH:21][CH:22]=[CH:23][CH:24]=4)[C:14]=3[N:15]=[C:10]2[C:7]2[CH:6]=[CH:5][C:4]([C:3]3[O:33][N:41]=[C:39]([CH3:40])[N:38]=3)=[CH:9][CH:8]=2)=[CH:31][CH:30]=1. The catalyst class is: 38.